This data is from Peptide-MHC class II binding affinity with 134,281 pairs from IEDB. The task is: Regression. Given a peptide amino acid sequence and an MHC pseudo amino acid sequence, predict their binding affinity value. This is MHC class II binding data. (1) The peptide sequence is EHELYVAVLSNALHR. The MHC is DRB4_0101 with pseudo-sequence DRB4_0103. The binding affinity (normalized) is 0.612. (2) The peptide sequence is ALTGATEIQNSGGTS. The MHC is DRB4_0101 with pseudo-sequence DRB4_0103. The binding affinity (normalized) is 0.163. (3) The MHC is DRB1_0701 with pseudo-sequence DRB1_0701. The binding affinity (normalized) is 0.422. The peptide sequence is YMDVISRRDQRGSGQ. (4) The peptide sequence is FAVVDLNKMRAVWVDGKART. The MHC is HLA-DQA10101-DQB10501 with pseudo-sequence HLA-DQA10101-DQB10501. The binding affinity (normalized) is 0.498. (5) The peptide sequence is FLCLFLLPSLATVAY. The MHC is DRB1_0301 with pseudo-sequence DRB1_0301. The binding affinity (normalized) is 0.263. (6) The peptide sequence is TAKAMEQMAGSSEQAAEAME. The MHC is HLA-DQA10301-DQB10302 with pseudo-sequence HLA-DQA10301-DQB10302. The binding affinity (normalized) is 0.330. (7) The binding affinity (normalized) is 0.392. The peptide sequence is NLALSIKYNKEGDSM. The MHC is HLA-DPA10201-DPB10501 with pseudo-sequence HLA-DPA10201-DPB10501. (8) The peptide sequence is SGTVDFDEFMEMMTG. The MHC is HLA-DPA10301-DPB10402 with pseudo-sequence HLA-DPA10301-DPB10402. The binding affinity (normalized) is 0.555. (9) The peptide sequence is TWTSIPTLAAQFPFN. The MHC is DRB1_0802 with pseudo-sequence DRB1_0802. The binding affinity (normalized) is 0.580. (10) The peptide sequence is IKSDKPLKGPFNFRF. The MHC is HLA-DQA10501-DQB10201 with pseudo-sequence HLA-DQA10501-DQB10201. The binding affinity (normalized) is 0.213.